This data is from Reaction yield outcomes from USPTO patents with 853,638 reactions. The task is: Predict the reaction yield, written as a fraction of the theoretical maximum amount of product (1.0 means a 100% yield; for example, 0.34 means a 34% yield). The reactants are [CH2:1]([O:8][C:9]1[CH:14]=[CH:13][C:12]([NH:15][C:16]2[C:25]3[C:20](=[CH:21][C:22]([F:36])=[C:23]([C:26]4[O:27][C:28]([CH:31]5OCC[O:32]5)=[CH:29][CH:30]=4)[CH:24]=3)[N:19]=[CH:18][N:17]=2)=[CH:11][CH:10]=1)[C:2]1[CH:7]=[CH:6][CH:5]=[CH:4][CH:3]=1.[ClH:37]. The catalyst is C1COCC1. The product is [ClH:37].[CH2:1]([O:8][C:9]1[CH:10]=[CH:11][C:12]([NH:15][C:16]2[C:25]3[C:20](=[CH:21][C:22]([F:36])=[C:23]([C:26]4[O:27][C:28]([CH:31]=[O:32])=[CH:29][CH:30]=4)[CH:24]=3)[N:19]=[CH:18][N:17]=2)=[CH:13][CH:14]=1)[C:2]1[CH:7]=[CH:6][CH:5]=[CH:4][CH:3]=1. The yield is 0.610.